This data is from Reaction yield outcomes from USPTO patents with 853,638 reactions. The task is: Predict the reaction yield, written as a fraction of the theoretical maximum amount of product (1.0 means a 100% yield; for example, 0.34 means a 34% yield). (1) The yield is 0.920. The catalyst is [Pd].CCOCC. The product is [C:36]1([C:41]2[CH:46]=[CH:45][CH:44]=[CH:43][CH:42]=2)[CH:37]=[CH:38][CH:39]=[CH:40][C:35]=1[NH:34][C:32]([NH:31][C:27]1[CH:28]=[CH:29][CH:30]=[C:25]([CH2:24][CH:23]([NH:22][CH2:21][C@H:20]([OH:48])[C:12]2[CH:11]=[CH:10][C:9]([OH:8])=[C:18]3[C:13]=2[CH:14]=[CH:15][C:16](=[O:19])[NH:17]3)[CH3:47])[CH:26]=1)=[O:33]. The reactants are C([O:8][C:9]1[CH:10]=[CH:11][C:12]([C@@H:20]([OH:48])[CH2:21][NH:22][CH:23]([CH3:47])[CH2:24][C:25]2[CH:26]=[C:27]([NH:31][C:32]([NH:34][C:35]3[CH:40]=[CH:39][CH:38]=[CH:37][C:36]=3[C:41]3[CH:46]=[CH:45][CH:44]=[CH:43][CH:42]=3)=[O:33])[CH:28]=[CH:29][CH:30]=2)=[C:13]2[C:18]=1[NH:17][C:16](=[O:19])[CH:15]=[CH:14]2)C1C=CC=CC=1. (2) The reactants are [CH3:1][C:2]1[CH2:6][CH2:5][C:4]([CH3:8])([CH3:7])[C:3]=1[CH:9]=O.[F:11][C:12]1[CH:13]=[C:14]([CH:16]=[CH:17][CH:18]=1)[NH2:15].C([BH3-])#N.[Na+].[Cl-].[NH4+]. The catalyst is CO.C(O)(=O)C. The product is [F:11][C:12]1[CH:13]=[C:14]([CH:16]=[CH:17][CH:18]=1)[NH:15][CH2:9][C:3]1[C:4]([CH3:8])([CH3:7])[CH2:5][CH2:6][C:2]=1[CH3:1]. The yield is 0.520. (3) The reactants are [NH2:1][C:2]1[C:6]2[CH:7]=[C:8]([Br:11])[CH:9]=[CH:10][C:5]=2[O:4][C:3]=1[C:12]([NH2:14])=[O:13].Cl.[NH2:16][C:17]1([C:23]([Cl:25])=[O:24])[CH2:22][CH2:21][CH2:20][CH2:19][CH2:18]1. The product is [ClH:25].[NH2:16][C:17]1([C:23]([NH:1][C:2]2[C:6]3[CH:7]=[C:8]([Br:11])[CH:9]=[CH:10][C:5]=3[O:4][C:3]=2[C:12]([NH2:14])=[O:13])=[O:24])[CH2:22][CH2:21][CH2:20][CH2:19][CH2:18]1. The catalyst is CN(C)C(=O)C.C(#N)C. The yield is 0.830. (4) The reactants are [NH2:1][C:2]1[O:15][C:5]2[CH2:6][N:7]([C:10]([O:12][CH2:13][CH3:14])=[O:11])[CH2:8][CH2:9][C:4]=2[C:3]=1[C:16]#[N:17].CO[CH:20](OC)[N:21]([CH3:23])[CH3:22]. No catalyst specified. The product is [C:16]([C:3]1[C:4]2[CH2:9][CH2:8][N:7]([C:10]([O:12][CH2:13][CH3:14])=[O:11])[CH2:6][C:5]=2[O:15][C:2]=1/[N:1]=[CH:20]/[N:21]([CH3:23])[CH3:22])#[N:17]. The yield is 0.980. (5) The reactants are C([O:5][C:6]([C:8]1[S:9][C:10]([C:24]2[S:28][C:27]3[CH:29]=[CH:30][CH:31]=[CH:32][C:26]=3[CH:25]=2)=[CH:11][C:12]=1[NH:13][S:14]([C:17]1[C:18]([CH3:23])=[CH:19][CH:20]=[CH:21][CH:22]=1)(=[O:16])=[O:15])=[O:7])(C)(C)C.C(O)(C(F)(F)F)=O. No catalyst specified. The product is [S:28]1[C:24]([C:10]2[S:9][C:8]([C:6]([OH:7])=[O:5])=[C:12]([NH:13][S:14]([C:17]3[C:18]([CH3:23])=[CH:19][CH:20]=[CH:21][CH:22]=3)(=[O:16])=[O:15])[CH:11]=2)=[CH:25][C:26]2[CH:32]=[CH:31][CH:30]=[CH:29][C:27]1=2. The yield is 0.990. (6) The reactants are [Cl:1][C:2]1[CH:7]=[CH:6][C:5]([C:8]2[S:9][C:10]([C:16]([C:18]3[O:19][CH:20]=[CH:21][CH:22]=3)=[O:17])=[CH:11][C:12]=2[CH2:13][C:14]#[N:15])=[CH:4][CH:3]=1.[N-:23]=[N+:24]=[N-:25].[Na+].[Cl-].[NH4+].Cl. The catalyst is CN(C)C=O.O. The product is [N:15]1[NH:23][N:24]=[N:25][C:14]=1[CH2:13][C:12]1[CH:11]=[C:10]([C:16]([C:18]2[O:19][CH:20]=[CH:21][CH:22]=2)=[O:17])[S:9][C:8]=1[C:5]1[CH:6]=[CH:7][C:2]([Cl:1])=[CH:3][CH:4]=1. The yield is 0.0800. (7) The reactants are [C-]#N.[Na+].C1(C)C=CC=CC=1.C[NH:12][CH2:13][CH2:14]NC.Br[C:18]1[CH:23]=[CH:22][CH:21]=[CH:20][C:19]=1[C:24]1C=[CH:28][CH:27]=[CH:26][CH:25]=1. The catalyst is N.[Cu]I. The product is [C:24]1([C:19]2[CH:20]=[CH:21][CH:22]=[CH:23][CH:18]=2)[C:14]([C:13]#[N:12])=[CH:28][CH:27]=[CH:26][CH:25]=1. The yield is 0.980. (8) The reactants are [CH3:1][O:2][C:3]1[CH:4]=[C:5]([CH:8]=[C:9]([O:12][CH3:13])[C:10]=1[CH3:11])[C:6]#[N:7].[Br:14]N1C(=O)CCC1=O.C(OOC(=O)C1C=CC=CC=1)(=O)C1C=CC=CC=1. The catalyst is C(Cl)(Cl)(Cl)Cl. The product is [Br:14][CH2:11][C:10]1[C:9]([O:12][CH3:13])=[CH:8][C:5]([C:6]#[N:7])=[CH:4][C:3]=1[O:2][CH3:1]. The yield is 0.694. (9) The reactants are C1C2C(COC([NH:18][CH2:19][C:20]([CH3:69])([CH3:68])[C:21]([NH:23][C@H:24]([C:28]([N:30]([CH3:67])[C@@H:31]([C@@H:63]([CH3:66])[CH2:64][CH3:65])[C@H:32]([O:61][CH3:62])[CH2:33][C:34]([N:36]3[CH2:40][CH2:39][CH2:38][C@H:37]3[C@H:41]([O:59][CH3:60])[C@@H:42]([CH3:58])[C:43]([NH:45][C@H:46]([C:54]([O:56][CH3:57])=[O:55])[CH2:47][C:48]3[CH:53]=[CH:52][CH:51]=[CH:50][CH:49]=3)=[O:44])=[O:35])=[O:29])[CH:25]([CH3:27])[CH3:26])=[O:22])=O)C3C(=CC=CC=3)C=2C=CC=1.C1COCC1.C(NCC)C. The product is [NH2:18][CH2:19][C:20]([CH3:69])([CH3:68])[C:21]([NH:23][C@H:24]([C:28]([N:30]([CH3:67])[C@@H:31]([C@@H:63]([CH3:66])[CH2:64][CH3:65])[C@H:32]([O:61][CH3:62])[CH2:33][C:34]([N:36]1[CH2:40][CH2:39][CH2:38][C@H:37]1[C@H:41]([O:59][CH3:60])[C@@H:42]([CH3:58])[C:43]([NH:45][C@H:46]([C:54]([O:56][CH3:57])=[O:55])[CH2:47][C:48]1[CH:49]=[CH:50][CH:51]=[CH:52][CH:53]=1)=[O:44])=[O:35])=[O:29])[CH:25]([CH3:27])[CH3:26])=[O:22]. The yield is 0.560. No catalyst specified. (10) The reactants are B(Br)(Br)Br.ClCCl.[Cl:8][C:9]1[CH:10]=[CH:11][C:12]([O:23]C)=[C:13]([CH:22]=1)[CH:14]=[CH:15][C:16]1[CH:21]=[CH:20][CH:19]=[CH:18][CH:17]=1. The catalyst is ClCCl.C(OCC)(=O)C. The product is [Cl:8][C:9]1[CH:10]=[CH:11][C:12]([OH:23])=[C:13]([CH:14]=[CH:15][C:16]2[CH:17]=[CH:18][CH:19]=[CH:20][CH:21]=2)[CH:22]=1. The yield is 0.454.